Predict the reactants needed to synthesize the given product. From a dataset of Full USPTO retrosynthesis dataset with 1.9M reactions from patents (1976-2016). (1) Given the product [ClH:35].[Cl:35][C:34]1[C:26]([N:23]2[CH2:24][CH2:25][CH:20]([CH2:19][NH:8][C@@H:9]([C:11]3[CH:16]=[CH:15][CH:14]=[C:13]([O:17][CH3:18])[CH:12]=3)[CH3:10])[CH:21]([C:36]3[CH:37]=[CH:38][CH:39]=[CH:40][CH:41]=3)[CH2:22]2)=[N:27][CH:28]=[C:29]([CH:33]=1)[C:30]([OH:32])=[O:31], predict the reactants needed to synthesize it. The reactants are: C(OC([N:8]([CH2:19][CH:20]1[CH2:25][CH2:24][N:23]([C:26]2[C:34]([Cl:35])=[CH:33][C:29]([C:30]([OH:32])=[O:31])=[CH:28][N:27]=2)[CH2:22][CH:21]1[C:36]1[CH:41]=[CH:40][CH:39]=[CH:38][CH:37]=1)[C@@H:9]([C:11]1[CH:16]=[CH:15][CH:14]=[C:13]([O:17][CH3:18])[CH:12]=1)[CH3:10])=O)(C)(C)C.Cl.O1CCOCC1. (2) Given the product [F:33][C:31]([F:32])([F:34])[C:29]1[CH:28]=[C:12]([CH:11]=[C:10]([C:9]([F:35])([F:8])[F:36])[CH:30]=1)[CH2:13][N:14]1[C:18]([C:19]2[CH:24]=[CH:23][CH:22]=[CH:21][CH:20]=2)=[C:17]([C:25]([N:44]2[C@H:43]([C:37]3[CH:42]=[CH:41][CH:40]=[CH:39][CH:38]=3)[CH2:47][O:46][C:45]2=[O:48])=[O:26])[N:16]=[N:15]1, predict the reactants needed to synthesize it. The reactants are: C(N(CC)CC)C.[F:8][C:9]([F:36])([F:35])[C:10]1[CH:11]=[C:12]([CH:28]=[C:29]([C:31]([F:34])([F:33])[F:32])[CH:30]=1)[CH2:13][N:14]1[C:18]([C:19]2[CH:24]=[CH:23][CH:22]=[CH:21][CH:20]=2)=[C:17]([C:25](O)=[O:26])[N:16]=[N:15]1.[C:37]1([C@@H:43]2[CH2:47][O:46][C:45](=[O:48])[NH:44]2)[CH:42]=[CH:41][CH:40]=[CH:39][CH:38]=1.C(Cl)(=O)C(C)(C)C.